From a dataset of Full USPTO retrosynthesis dataset with 1.9M reactions from patents (1976-2016). Predict the reactants needed to synthesize the given product. (1) Given the product [Cl:1][C:2]1[CH:28]=[CH:27][C:5]([CH2:6][N:7]2[C:15]3[C:10](=[CH:11][C:12]([CH:16]=[C:17]4[S:21][C:20]([N:41]5[CH2:42][CH2:43][CH:38]([N:33]6[CH:37]=[N:36][N:35]=[N:34]6)[CH2:39][CH2:40]5)=[N:19][C:18]4=[O:26])=[CH:13][CH:14]=3)[CH:9]=[N:8]2)=[C:4]([C:29]([F:31])([F:30])[F:32])[CH:3]=1, predict the reactants needed to synthesize it. The reactants are: [Cl:1][C:2]1[CH:28]=[CH:27][C:5]([CH2:6][N:7]2[C:15]3[C:10](=[CH:11][C:12]([CH:16]=[C:17]4[S:21][C:20](SCCC)=[N:19][C:18]4=[O:26])=[CH:13][CH:14]=3)[CH:9]=[N:8]2)=[C:4]([C:29]([F:32])([F:31])[F:30])[CH:3]=1.[N:33]1([CH:38]2[CH2:43][CH2:42][NH:41][CH2:40][CH2:39]2)[CH:37]=[N:36][N:35]=[N:34]1. (2) Given the product [Br:1][C:2]1[N:6]2[C:7](=[O:15])[CH:8]=[C:9]([CH2:11][C:12]3[S:14][CH:18]=[C:19]([C:20]([F:23])([F:22])[F:21])[N:13]=3)[N:10]=[C:5]2[S:4][C:3]=1[CH3:16], predict the reactants needed to synthesize it. The reactants are: [Br:1][C:2]1[N:6]2[C:7](=[O:15])[CH:8]=[C:9]([CH2:11][C:12](=[S:14])[NH2:13])[N:10]=[C:5]2[S:4][C:3]=1[CH3:16].Br[CH2:18][C:19](=O)[C:20]([F:23])([F:22])[F:21]. (3) Given the product [NH2:9][C:10]1[N:11]=[C:12]([C:21]2[CH:26]=[CH:25][C:24]([CH3:27])=[CH:23][C:22]=2[CH3:28])[C:13]2[CH:18]=[C:17]([C:19]([NH:2][OH:3])=[NH:20])[S:16][C:14]=2[N:15]=1, predict the reactants needed to synthesize it. The reactants are: Cl.[NH2:2][OH:3].C([O-])(=O)C.[Na+].[NH2:9][C:10]1[N:11]=[C:12]([C:21]2[CH:26]=[CH:25][C:24]([CH3:27])=[CH:23][C:22]=2[CH3:28])[C:13]2[CH:18]=[C:17]([C:19]#[N:20])[S:16][C:14]=2[N:15]=1.O. (4) Given the product [Br:1][C:2]1[CH:17]=[CH:16][C:5]2[N:6]=[C:7]([CH2:9][CH:10]3[CH2:11][CH2:12][N:13]([C:19]4[N:24]=[CH:23][C:22]([CH2:25][CH2:26][CH3:27])=[CH:21][N:20]=4)[CH2:14][CH2:15]3)[O:8][C:4]=2[CH:3]=1, predict the reactants needed to synthesize it. The reactants are: [Br:1][C:2]1[CH:17]=[CH:16][C:5]2[N:6]=[C:7]([CH2:9][CH:10]3[CH2:15][CH2:14][NH:13][CH2:12][CH2:11]3)[O:8][C:4]=2[CH:3]=1.Cl[C:19]1[N:24]=[CH:23][C:22]([CH2:25][CH2:26][CH3:27])=[CH:21][N:20]=1.C([O-])([O-])=O.[K+].[K+]. (5) The reactants are: [N+:1]([C:4]1[CH:9]=[CH:8][CH:7]=[C:6]([N+:10]([O-])=O)[C:5]=1[NH:13][CH2:14][CH:15]([OH:21])[CH2:16][C:17]([O:19][CH3:20])=[O:18])([O-])=O. Given the product [NH2:1][C:4]1[CH:9]=[CH:8][CH:7]=[C:6]([NH2:10])[C:5]=1[NH:13][CH2:14][CH:15]([OH:21])[CH2:16][C:17]([O:19][CH3:20])=[O:18], predict the reactants needed to synthesize it.